Dataset: Forward reaction prediction with 1.9M reactions from USPTO patents (1976-2016). Task: Predict the product of the given reaction. (1) Given the reactants [CH:1]1([NH:4][C:5]([C:7]2[CH:12]=[CH:11][C:10](B(O)O)=[CH:9][CH:8]=2)=[O:6])[CH2:3][CH2:2]1.Br[C:17]1[CH:22]=[CH:21][C:20]([O:23][CH2:24][CH:25]2[CH2:30][CH2:29][N:28]([C:31]3[O:35][N:34]=[C:33]([CH:36]([CH3:38])[CH3:37])[N:32]=3)[CH2:27][CH2:26]2)=[CH:19][CH:18]=1.C([O-])([O-])=O.[Na+].[Na+], predict the reaction product. The product is: [CH:1]1([NH:4][C:5]([C:7]2[CH:12]=[CH:11][C:10]([C:17]3[CH:18]=[CH:19][C:20]([O:23][CH2:24][CH:25]4[CH2:30][CH2:29][N:28]([C:31]5[O:35][N:34]=[C:33]([CH:36]([CH3:38])[CH3:37])[N:32]=5)[CH2:27][CH2:26]4)=[CH:21][CH:22]=3)=[CH:9][CH:8]=2)=[O:6])[CH2:3][CH2:2]1. (2) Given the reactants C(O[C:6]([N:8]1[CH2:12][C:11](=[N:13][O:14][CH3:15])[CH2:10][C@H:9]1[C:16]([OH:18])=O)=[O:7])(C)(C)C.[CH3:19][C:20]1[CH:25]=[CH:24][CH:23]=[CH:22][C:21]=1[C:26]1[CH:31]=[CH:30][C:29](C(O)=O)=[C:28]([CH3:35])[CH:27]=1.[NH2:36][CH2:37][CH:38]([C:40]1[CH:41]=[C:42]([OH:46])[CH:43]=[CH:44][CH:45]=1)[OH:39], predict the reaction product. The product is: [OH:39][CH:38]([C:40]1[CH:45]=[CH:44][CH:43]=[C:42]([OH:46])[CH:41]=1)[CH2:37][NH:36][C:16]([C@@H:9]1[CH2:10][C:11](=[N:13][O:14][CH3:15])[CH2:12][N:8]1[C:6]([C:29]1[CH:30]=[CH:31][C:26]([C:21]2[CH:22]=[CH:23][CH:24]=[CH:25][C:20]=2[CH3:19])=[CH:27][C:28]=1[CH3:35])=[O:7])=[O:18]. (3) Given the reactants [Br-:1].[Br-].[Br-].C([N+](CCCC)(CCCC)CCCC)CCC.C([N+](CCCC)(CCCC)CCCC)CCC.C([N+](CCCC)(CCCC)CCCC)CCC.[CH3:55][O:56][C:57]1[CH:58]=[CH:59][C:60]([CH2:64][CH3:65])=[C:61]([OH:63])[CH:62]=1, predict the reaction product. The product is: [Br:1][C:58]1[C:57]([O:56][CH3:55])=[CH:62][C:61]([OH:63])=[C:60]([CH2:64][CH3:65])[CH:59]=1. (4) Given the reactants C([O:3][C:4](=[O:30])[CH2:5][O:6][C:7]1[CH:12]=[C:11]([F:13])[CH:10]=[CH:9][C:8]=1[C:14](=[S:29])[NH:15][CH2:16][C:17]1[S:18][C:19]2[C:25]([F:26])=[CH:24][C:23]([F:27])=[C:22]([F:28])[C:20]=2[N:21]=1)C.[OH-].[Na+], predict the reaction product. The product is: [F:13][C:11]1[CH:10]=[CH:9][C:8]([C:14](=[S:29])[NH:15][CH2:16][C:17]2[S:18][C:19]3[C:25]([F:26])=[CH:24][C:23]([F:27])=[C:22]([F:28])[C:20]=3[N:21]=2)=[C:7]([CH:12]=1)[O:6][CH2:5][C:4]([OH:30])=[O:3].